This data is from NCI-60 drug combinations with 297,098 pairs across 59 cell lines. The task is: Regression. Given two drug SMILES strings and cell line genomic features, predict the synergy score measuring deviation from expected non-interaction effect. (1) Drug 1: C1CCN(CC1)CCOC2=CC=C(C=C2)C(=O)C3=C(SC4=C3C=CC(=C4)O)C5=CC=C(C=C5)O. Drug 2: C1C(C(OC1N2C=NC(=NC2=O)N)CO)O. Cell line: HCC-2998. Synergy scores: CSS=21.8, Synergy_ZIP=-7.90, Synergy_Bliss=-4.06, Synergy_Loewe=-11.6, Synergy_HSA=-5.97. (2) Drug 1: CC(CN1CC(=O)NC(=O)C1)N2CC(=O)NC(=O)C2. Drug 2: CC1C(C(CC(O1)OC2CC(OC(C2O)C)OC3=CC4=CC5=C(C(=O)C(C(C5)C(C(=O)C(C(C)O)O)OC)OC6CC(C(C(O6)C)O)OC7CC(C(C(O7)C)O)OC8CC(C(C(O8)C)O)(C)O)C(=C4C(=C3C)O)O)O)O. Cell line: IGROV1. Synergy scores: CSS=22.2, Synergy_ZIP=-2.57, Synergy_Bliss=1.39, Synergy_Loewe=2.33, Synergy_HSA=2.28. (3) Drug 1: COC1=NC(=NC2=C1N=CN2C3C(C(C(O3)CO)O)O)N. Drug 2: C1CCC(C(C1)N)N.C(=O)(C(=O)[O-])[O-].[Pt+4]. Cell line: MCF7. Synergy scores: CSS=27.9, Synergy_ZIP=-7.53, Synergy_Bliss=0.180, Synergy_Loewe=-31.6, Synergy_HSA=-1.31. (4) Drug 1: CCC1=C2CN3C(=CC4=C(C3=O)COC(=O)C4(CC)O)C2=NC5=C1C=C(C=C5)O. Drug 2: COCCOC1=C(C=C2C(=C1)C(=NC=N2)NC3=CC=CC(=C3)C#C)OCCOC.Cl. Cell line: NCI-H322M. Synergy scores: CSS=24.7, Synergy_ZIP=3.17, Synergy_Bliss=1.82, Synergy_Loewe=1.91, Synergy_HSA=1.31.